Dataset: CYP2C19 inhibition data for predicting drug metabolism from PubChem BioAssay. Task: Regression/Classification. Given a drug SMILES string, predict its absorption, distribution, metabolism, or excretion properties. Task type varies by dataset: regression for continuous measurements (e.g., permeability, clearance, half-life) or binary classification for categorical outcomes (e.g., BBB penetration, CYP inhibition). Dataset: cyp2c19_veith. (1) The result is 1 (inhibitor). The molecule is CCCCc1c(O)cc(-c2cccnc2)n(-c2ccc(Cl)cc2)c1=O. (2) The molecule is COc1cc2nc(N(C)CCCNC(=O)[C@@H]3CCCO3)nc(N)c2cc1OC. The result is 0 (non-inhibitor). (3) The molecule is COc1ccc(C(=O)N2CCC[C@@]3(CCN(c4ccncc4)C3)C2)cc1. The result is 0 (non-inhibitor). (4) The compound is CCOC(=O)CN1N=C(/C=C/c2ccc(C)cc2)CCC1=O. The result is 1 (inhibitor). (5) The compound is Cc1ccc(S(=O)(=O)N[C@H]2COC(=O)[C@H](C)COC(=O)[C@H](C)NC(=O)C/C=C\[C@H]2C)cc1. The result is 0 (non-inhibitor). (6) The compound is CCOC(=O)CSC1=C(C#N)C(c2ccccc2F)C(C(C)=O)=C(C)N1. The result is 1 (inhibitor).